From a dataset of Forward reaction prediction with 1.9M reactions from USPTO patents (1976-2016). Predict the product of the given reaction. (1) Given the reactants C[O:2][C:3](=[O:37])[CH2:4][CH2:5][CH2:6][C:7](=[O:36])[NH:8][C:9]1[CH:14]=[CH:13][C:12]([C:15]([CH2:33][CH3:34])([C:18]2[CH:23]=[CH:22][C:21]([CH2:24][CH2:25][CH:26]([OH:31])[C:27]([CH3:30])([CH3:29])[CH3:28])=[C:20]([CH3:32])[CH:19]=2)[CH2:16][CH3:17])=[CH:11][C:10]=1[CH3:35].[OH-].[Na+].Cl.C(Cl)Cl, predict the reaction product. The product is: [CH2:16]([C:15]([C:12]1[CH:13]=[CH:14][C:9]([NH:8][C:7]([CH2:6][CH2:5][CH2:4][C:3]([OH:37])=[O:2])=[O:36])=[C:10]([CH3:35])[CH:11]=1)([C:18]1[CH:23]=[CH:22][C:21]([CH2:24][CH2:25][CH:26]([OH:31])[C:27]([CH3:29])([CH3:30])[CH3:28])=[C:20]([CH3:32])[CH:19]=1)[CH2:33][CH3:34])[CH3:17]. (2) Given the reactants [C:1]([Si:5]([O:8][C:9]1[CH:14]=[CH:13][CH:12]=[C:11](/[C:15](/[CH2:21][CH3:22])=[CH:16]/[CH:17]=[C:18](Br)Br)[CH:10]=1)([CH3:7])[CH3:6])([CH3:4])([CH3:3])[CH3:2].C([Li])CCC.[Cl-].[NH4+], predict the reaction product. The product is: [C:1]([Si:5]([O:8][C:9]1[CH:14]=[CH:13][CH:12]=[C:11](/[C:15](/[CH2:21][CH3:22])=[CH:16]/[C:17]#[CH:18])[CH:10]=1)([CH3:7])[CH3:6])([CH3:4])([CH3:3])[CH3:2]. (3) Given the reactants [CH3:1][C:2]1[CH:7]=[CH:6][C:5]([S:8]([N:11]([C@H:16]([C:41]([OH:43])=[O:42])[CH2:17][CH2:18][CH2:19][CH2:20][NH:21][C:22]([C@@H:24]([NH:32][S:33]([C:36]2[S:40][CH:39]=[CH:38][CH:37]=2)(=[O:35])=[O:34])[CH2:25][C:26]2[CH:31]=[CH:30][CH:29]=[CH:28][CH:27]=2)=[O:23])[CH2:12][CH:13]([CH3:15])[CH3:14])(=[O:10])=[O:9])=[CH:4][CH:3]=1.[CH2:44]1CCC(N=C=NC2CCCCC2)CC1, predict the reaction product. The product is: [CH3:1][C:2]1[CH:3]=[CH:4][C:5]([S:8]([N:11]([C@H:16]([C:41]([O:43][CH3:44])=[O:42])[CH2:17][CH2:18][CH2:19][CH2:20][NH:21][C:22]([C@@H:24]([NH:32][S:33]([C:36]2[S:40][CH:39]=[CH:38][CH:37]=2)(=[O:34])=[O:35])[CH2:25][C:26]2[CH:31]=[CH:30][CH:29]=[CH:28][CH:27]=2)=[O:23])[CH2:12][CH:13]([CH3:15])[CH3:14])(=[O:9])=[O:10])=[CH:6][CH:7]=1. (4) Given the reactants [Si]([C:5]#[CH:6])(C)(C)C.Br[C:8]1[CH:13]=[CH:12][C:11]([C:14]2([NH:18][C:19](=[O:25])[O:20][C:21]([CH3:24])([CH3:23])[CH3:22])[CH2:17][CH2:16][CH2:15]2)=[CH:10][CH:9]=1.C(NC(C)C)(C)C.C(=O)([O-])[O-].[K+].[K+], predict the reaction product. The product is: [C:5]([C:8]1[CH:13]=[CH:12][C:11]([C:14]2([NH:18][C:19](=[O:25])[O:20][C:21]([CH3:24])([CH3:23])[CH3:22])[CH2:17][CH2:16][CH2:15]2)=[CH:10][CH:9]=1)#[CH:6]. (5) Given the reactants [CH2:1]([C:4]1[C:9]([F:10])=[C:8]([F:11])[CH:7]=[C:6]([Br:12])[C:5]=1[OH:13])[CH:2]=[CH2:3].ClC1C=C(C=CC=1)C(OO)=O.C(=O)([O-])[O-].[K+].[K+].ClC1C2OC(CO)CC=2C(C(F)(F)F)=CC=1.BrC1C2OC(CO)CC=2C(F)=C(F)C=1.C(N(C(C)C)CC)(C)C.C1(C)C=CC(S(Cl)(=O)=O)=CC=1.[CH3:81][C:82]1[CH:87]=[CH:86][C:85]([S:88]([O:91]CC2CC3C=CC=C(OC)C=3O2)(=[O:90])=[O:89])=[CH:84][CH:83]=1, predict the reaction product. The product is: [CH3:81][C:82]1[CH:83]=[CH:84][C:85]([S:88]([O:91][CH2:3][CH:2]2[CH2:1][C:4]3[C:9]([F:10])=[C:8]([F:11])[CH:7]=[C:6]([Br:12])[C:5]=3[O:13]2)(=[O:90])=[O:89])=[CH:86][CH:87]=1. (6) Given the reactants C([O:5][C:6](=[O:45])[CH2:7][CH:8]1[C:14]2[CH:15]=[CH:16][CH:17]=[CH:18][C:13]=2[N:12]([CH2:19][C:20]([NH:22][CH2:23][CH2:24][CH2:25][CH2:26][C:27]2[N:36]=[C:35]3[C:30]([CH2:31][CH2:32][CH2:33][N:34]3C(OC(C)(C)C)=O)=[CH:29][CH:28]=2)=[O:21])[C:11](=[O:44])[CH2:10][CH2:9]1)(C)(C)C.[C:46]([OH:52])([C:48]([F:51])([F:50])[F:49])=[O:47], predict the reaction product. The product is: [F:49][C:48]([F:51])([F:50])[C:46]([OH:52])=[O:47].[C:6]([CH2:7][CH:8]1[C:14]2[CH:15]=[CH:16][CH:17]=[CH:18][C:13]=2[N:12]([CH2:19][C:20]([NH:22][CH2:23][CH2:24][CH2:25][CH2:26][C:27]2[N:36]=[C:35]3[C:30]([CH2:31][CH2:32][CH2:33][NH:34]3)=[CH:29][CH:28]=2)=[O:21])[C:11](=[O:44])[CH2:10][CH2:9]1)([OH:45])=[O:5]. (7) Given the reactants [C:1]([O:4][C@@H:5]1[C@@H:10]([O:11][C:12](=[O:14])[CH3:13])[C@H:9]([O:15][C:16](=[O:18])[CH3:17])[C@@H:8]([O:19]/[C:20](/[C:29]([O:31][CH2:32][CH3:33])=[O:30])=[CH:21]\[C:22]2[CH:27]=[CH:26][CH:25]=[CH:24][C:23]=2F)[O:7][C@H:6]1[CH2:34][O:35][C:36](=[O:38])[CH3:37])(=[O:3])[CH3:2].[CH3:39][O:40]C1C=C(CC(=O)C(OCC)=O)C=CC=1.[H-].[Na+].[Br-].C(O[C@@H]1[C@@H](OC(=O)C)[C@@H](OC(=O)C)[C@@H](COC(=O)C)O[C@@H]1O)(=O)C, predict the reaction product. The product is: [C:1]([O:4][C@H:5]1[C@@H:10]([O:11][C:12](=[O:14])[CH3:13])[C@H:9]([O:15][C:16](=[O:18])[CH3:17])[C@@H:8]([O:19]/[C:20](/[C:29]([O:31][CH2:32][CH3:33])=[O:30])=[CH:21]\[C:22]2[CH:27]=[CH:26][CH:25]=[C:24]([O:40][CH3:39])[CH:23]=2)[O:7][C@H:6]1[CH2:34][O:35][C:36](=[O:38])[CH3:37])(=[O:3])[CH3:2]. (8) Given the reactants [C:1]([C:3]1[CH:4]=[C:5]([C:13]2[N:18]=[CH:17][C:16]([C:19]3[C:20]([O:34][CH3:35])=[C:21]([CH2:26][CH2:27][CH2:28][C:29]([O:31]CC)=[O:30])[CH:22]=[C:23]([F:25])[CH:24]=3)=[CH:15][N:14]=2)[CH:6]=[CH:7][C:8]=1[O:9][CH:10]([CH3:12])[CH3:11])#[N:2].[OH-].[Na+], predict the reaction product. The product is: [C:1]([C:3]1[CH:4]=[C:5]([C:13]2[N:18]=[CH:17][C:16]([C:19]3[C:20]([O:34][CH3:35])=[C:21]([CH2:26][CH2:27][CH2:28][C:29]([OH:31])=[O:30])[CH:22]=[C:23]([F:25])[CH:24]=3)=[CH:15][N:14]=2)[CH:6]=[CH:7][C:8]=1[O:9][CH:10]([CH3:12])[CH3:11])#[N:2]. (9) Given the reactants Br[CH2:2][CH2:3][CH2:4][CH2:5][CH2:6][CH2:7][C:8]1[C:14]2[CH:15]=[CH:16][C:17]([OH:19])=[CH:18][C:13]=2[CH2:12][CH2:11][CH2:10][C:9]=1[C:20]1[CH:25]=[CH:24][CH:23]=[C:22]([OH:26])[CH:21]=1.[CH3:27][NH:28][CH2:29][CH2:30][CH2:31][S:32]([CH2:35][CH2:36][CH2:37][C:38]([F:44])([F:43])[C:39]([F:42])([F:41])[F:40])(=[O:34])=[O:33], predict the reaction product. The product is: [OH:26][C:22]1[CH:21]=[C:20]([C:9]2[CH2:10][CH2:11][CH2:12][C:13]3[CH:18]=[C:17]([OH:19])[CH:16]=[CH:15][C:14]=3[C:8]=2[CH2:7][CH2:6][CH2:5][CH2:4][CH2:3][CH2:2][N:28]([CH3:27])[CH2:29][CH2:30][CH2:31][S:32]([CH2:35][CH2:36][CH2:37][C:38]([F:44])([F:43])[C:39]([F:40])([F:41])[F:42])(=[O:33])=[O:34])[CH:25]=[CH:24][CH:23]=1. (10) The product is: [CH3:18][O:19][C:20]1[CH:26]=[CH:25][C:24]([CH3:27])=[CH:23][C:21]=1[NH:22][C:2]1[CH:7]=[C:6]([C:8]([F:11])([F:10])[F:9])[N:5]=[C:4]([C:12]2[CH:13]=[N:14][CH:15]=[CH:16][CH:17]=2)[N:3]=1. Given the reactants Cl[C:2]1[CH:7]=[C:6]([C:8]([F:11])([F:10])[F:9])[N:5]=[C:4]([C:12]2[CH:13]=[N:14][CH:15]=[CH:16][CH:17]=2)[N:3]=1.[CH3:18][O:19][C:20]1[CH:26]=[CH:25][C:24]([CH3:27])=[CH:23][C:21]=1[NH2:22], predict the reaction product.